From a dataset of Full USPTO retrosynthesis dataset with 1.9M reactions from patents (1976-2016). Predict the reactants needed to synthesize the given product. (1) Given the product [C:1]([C:5]1[N:9]([CH3:10])[N:8]([CH2:11][C@H:12]2[CH2:16][CH2:15][CH2:14][O:13]2)/[C:7](=[N:17]/[C:18](=[O:35])[C:19]2[CH:24]=[C:23]([C:25]([F:28])([F:27])[F:26])[CH:22]=[CH:21][C:20]=2[O:29][CH2:30][C@@H:31]([OH:34])[CH2:32][CH3:33])/[CH:6]=1)([CH3:3])([CH3:2])[CH3:4], predict the reactants needed to synthesize it. The reactants are: [C:1]([C:5]1[N:9]([CH3:10])[N:8]([CH2:11][C@H:12]2[CH2:16][CH2:15][CH2:14][O:13]2)/[C:7](=[N:17]/[C:18](=[O:35])[C:19]2[CH:24]=[C:23]([C:25]([F:28])([F:27])[F:26])[CH:22]=[CH:21][C:20]=2[O:29][CH2:30][C@@H:31]([OH:34])[CH:32]=[CH2:33])/[CH:6]=1)([CH3:4])([CH3:3])[CH3:2]. (2) Given the product [CH2:20]([NH:19][C:17]([NH:16][C:14]1[S:13][C:5]2[C:4]([N:15]=1)=[CH:3][C:2]([C:26]1[CH:27]=[N:22][CH:23]=[N:24][CH:25]=1)=[C:7]([O:8][CH2:9][CH2:10][O:11][CH3:12])[N:6]=2)=[O:18])[CH3:21], predict the reactants needed to synthesize it. The reactants are: Br[C:2]1[CH:3]=[C:4]2[N:15]=[C:14]([NH:16][C:17]([NH:19][CH2:20][CH3:21])=[O:18])[S:13][C:5]2=[N:6][C:7]=1[O:8][CH2:9][CH2:10][O:11][CH3:12].[N:22]1[CH:27]=[C:26](B(O)O)[CH:25]=[N:24][CH:23]=1.C(=O)(O)[O-].[Na+]. (3) Given the product [Cl:8][C:7]1[CH:6]=[CH:5][C:4]([C:9]2[N:10]=[N:11][N:12]([CH3:14])[N:13]=2)=[CH:3][C:2]=1[C:39]1[N:40]=[CH:41][C:42]([NH2:45])=[N:43][CH:44]=1, predict the reactants needed to synthesize it. The reactants are: Br[C:2]1[CH:3]=[C:4]([C:9]2[N:10]=[N:11][N:12]([CH3:14])[N:13]=2)[CH:5]=[CH:6][C:7]=1[Cl:8].B1(B2OC(C)(C)C(C)(C)O2)OC(C)(C)C(C)(C)O1.CC([O-])=O.[K+].Br[C:39]1[N:40]=[CH:41][C:42]([NH2:45])=[N:43][CH:44]=1.C([O-])([O-])=O.[K+].[K+].